This data is from Peptide-MHC class II binding affinity with 134,281 pairs from IEDB. The task is: Regression. Given a peptide amino acid sequence and an MHC pseudo amino acid sequence, predict their binding affinity value. This is MHC class II binding data. (1) The binding affinity (normalized) is 0.441. The peptide sequence is IQGNVTSIHSLLDEG. The MHC is HLA-DQA10102-DQB10602 with pseudo-sequence HLA-DQA10102-DQB10602. (2) The peptide sequence is GKATLECQVQTAVDFKK. The MHC is DRB5_0101 with pseudo-sequence DRB5_0101. The binding affinity (normalized) is 0.515.